Dataset: Full USPTO retrosynthesis dataset with 1.9M reactions from patents (1976-2016). Task: Predict the reactants needed to synthesize the given product. Given the product [OH:2][CH2:3][C:5]1[CH:6]=[CH:7][C:8]([CH:11]2[CH2:16][CH2:15][N:14]([C:17]([O:19][CH2:20][C:21]3[CH:22]=[CH:23][CH:24]=[CH:25][CH:26]=3)=[O:18])[CH2:13][CH:12]2[O:27][CH2:28][C:29]2[CH:30]=[CH:31][C:32]3[O:37][CH2:36][CH2:35][N:34]([CH2:39][CH2:40][CH2:41][O:42][CH3:43])[C:33]=3[CH:44]=2)=[CH:9][CH:10]=1, predict the reactants needed to synthesize it. The reactants are: C[O:2][C:3]([C:5]1[CH:10]=[CH:9][C:8]([CH:11]2[CH2:16][CH2:15][N:14]([C:17]([O:19][CH2:20][C:21]3[CH:26]=[CH:25][CH:24]=[CH:23][CH:22]=3)=[O:18])[CH2:13][CH:12]2[O:27][CH2:28][C:29]2[CH:30]=[CH:31][C:32]3[O:37][CH2:36][C:35](=O)[N:34]([CH2:39][CH2:40][CH2:41][O:42][CH3:43])[C:33]=3[CH:44]=2)=[CH:7][CH:6]=1)=O.B1C2CCCC1CCC2.C(CN)O.